Task: Binary Classification. Given a miRNA mature sequence and a target amino acid sequence, predict their likelihood of interaction.. Dataset: Experimentally validated miRNA-target interactions with 360,000+ pairs, plus equal number of negative samples (1) The miRNA is hsa-miR-4301 with sequence UCCCACUACUUCACUUGUGA. The protein sequence of the target gene is MWSLLLCGLSIALPLSVTADGCKDIFMKNEILSASQPFAFNCTFPPITSGEVSVTWYKNSSKIPVSKIIQSRIHQDETWILFLPMEWGDSGVYQCVIKGRDSCHRIHVNLTVFEKHWCDTSIGGLPNLSDEYKQILHLGKDDSLTCHLHFPKSCVLGPIKWYKDCNEIKGERFTVLETRLLVSNVSAEDRGNYACQAILTHSGKQYEVLNGITVSITERAGYGGSVPKIIYPKNHSIEVQLGTTLIVDCNVTDTKDNTNLRCWRVNNTLVDDYYDESKRIREGVETHVSFREHNLYTVNI.... Result: 1 (interaction). (2) The miRNA is mmu-miR-3091-3p with sequence CGGGCCUGACCAGUCUCAAGAC. The protein sequence of the target gene is MASGRDERPPWRLGRLRLLPPPPLLLLLLLLRSSAQAAHIKKAEATTTTVGGSEAAEGQFDHYYHEAALGEALEAAAAAGPPGLARLFSIGSSVEGRPLWVLRLTAGLGPPPTAAAGLDAAGPLLPGRPQVKLVGNMHGDETVSRQVLVYLARELASGYRRGDPRLVRLLNTTDVYLLPSLNPDGFERAREGDCGLGDSGPPGTSGRDNSRGRDLNRSFPDQFSTGEPPSLDEVPEVRALIDWIRRNKFVLSGNLHGGSVVASYPFDDSPEHKTTGLYSKTSDDEVFRYLAKAYASNHPI.... Result: 0 (no interaction). (3) The miRNA is hsa-miR-941 with sequence CACCCGGCUGUGUGCACAUGUGC. The protein sequence of the target gene is MTTTTTFKGVDPNSRNSSRVLRPPGGGSNFSLGFDEPTEQPVRKNKMASNIFGTPEENQASWAKSAGAKSSGGREDLESSGLQRRNSSEASSGDFLDLKGEGDIHENVDTDLPGSLGQSEEKPVPAAPVPSPVAPAPVPSRRNPPGGKSSLVLG. Result: 0 (no interaction). (4) The miRNA is hsa-miR-6080 with sequence UCUAGUGCGGGCGUUCCCG. The protein sequence of the target gene is MSSPQAPEDGQGCGDRGDPPGDLRSVLVTTVLNLEPLDEDLFRGRHYWVPAKRLFGGQIVGQALVAAAKSVSEDVHVHSLHCYFVRAGDPKLPVLYQVERTRTGSSFSVRSVKAVQHGKPIFICQASFQQAQPSPMQHQFSMPTVPPPEELLDCETLIDQYLRDPNLQKRYPLALNRIAAQEVPIEIKPVNPSPLSQLQRMEPKQMFWVRARGYIGEGDMKMHCCVAAYISDYAFLGTALLPHQWQHKVHFMVSLDHSMWFHAPFRADHWMLYECESPWAGGSRGLVHGRLWRQDGVLAV.... Result: 0 (no interaction). (5) The miRNA is hsa-miR-543 with sequence AAACAUUCGCGGUGCACUUCUU. The protein sequence of the target gene is MGPTSPAARGQGRRWRPPLPLLLPLSLLLLRAQLAVGNLAVGSPSAAEAPGSAQVAGLCGRLTLHRDLRTGRWEPDPQRSRRCLLDPQRVLEYCRQMYPELHIARVEQAAQAIPMERWCGGTRSGRCAHPHHEVVPFHCLPGEFVSEALLVPEGCRFLHQERMDQCESSTRRHQEAQEACSSQGLILHGSGMLLPCGSDRFRGVEYVCCPPPATPNPSGMAAGDPSTRSWPLGGRAEGGEDEEEVESFPQPVDDYFVEPPQAEEEEEEEEERAPPPSSHTPVMVSRVTPTPRPTDGVDVY.... Result: 0 (no interaction).